From a dataset of Reaction yield outcomes from USPTO patents with 853,638 reactions. Predict the reaction yield, written as a fraction of the theoretical maximum amount of product (1.0 means a 100% yield; for example, 0.34 means a 34% yield). (1) The reactants are [NH:1]([C:7]([O:9][C:10]([CH3:13])([CH3:12])[CH3:11])=[O:8])[C@@H:2]([C:4]([OH:6])=[O:5])[CH3:3].[C:14](=O)([O-])[O-].[K+].[K+].IC. The catalyst is CN(C)C=O. The product is [CH3:14][O:5][C:4](=[O:6])[CH:2]([NH:1][C:7]([O:9][C:10]([CH3:12])([CH3:11])[CH3:13])=[O:8])[CH3:3]. The yield is 0.820. (2) The reactants are [CH3:1][O:2][C:3]([C:5]1[S:6][CH:7]=[CH:8][C:9]=1[NH2:10])=[O:4].[C:11]([O-])(=[O:13])C.[NH4+]. The catalyst is C(O)=O. The product is [CH3:1][O:2][C:3]([C:5]1[S:6][CH:7]=[CH:8][C:9]=1[NH:10][CH:11]=[O:13])=[O:4]. The yield is 0.860. (3) The reactants are [OH:1][C:2]1[C:6]([CH3:8])([CH3:7])[O:5][C:4](=[O:9])[C:3]=1[C:10]1[CH:15]=[CH:14][C:13]([O:16][CH2:17][C:18]2[CH:27]=[CH:26][C:25]3[C:20](=[CH:21][CH:22]=[CH:23][CH:24]=3)[N:19]=2)=[CH:12][CH:11]=1.[S:28](O[S:28]([C:31]([F:34])([F:33])[F:32])(=[O:30])=[O:29])([C:31]([F:34])([F:33])[F:32])(=[O:30])=[O:29]. The catalyst is C(Cl)Cl.O. The product is [F:32][C:31]([F:34])([F:33])[S:28]([O:1][C:2]1[C:6]([CH3:8])([CH3:7])[O:5][C:4](=[O:9])[C:3]=1[C:10]1[CH:11]=[CH:12][C:13]([O:16][CH2:17][C:18]2[CH:27]=[CH:26][C:25]3[C:20](=[CH:21][CH:22]=[CH:23][CH:24]=3)[N:19]=2)=[CH:14][CH:15]=1)(=[O:30])=[O:29]. The yield is 0.370. (4) The reactants are [C:1]([NH:4][NH2:5])(=[O:3])[CH3:2].[CH2:6]([O:13][N:14]1[C:20](=[O:21])[N:19]2[CH2:22][C@H:15]1[CH2:16][CH2:17][C@@H:18]2[C:23](O)=[O:24])[C:7]1[CH:12]=[CH:11][CH:10]=[CH:9][CH:8]=1.CCN=C=NCCCN(C)C.Cl.CCN(C(C)C)C(C)C.C1C=CC2N(O)N=NC=2C=1. The catalyst is CN(C)C=O.O.C(Cl)(Cl)Cl.CO. The product is [C:1]([NH:4][NH:5][C:23]([C@H:18]1[CH2:17][CH2:16][C@@H:15]2[CH2:22][N:19]1[C:20](=[O:21])[N:14]2[O:13][CH2:6][C:7]1[CH:12]=[CH:11][CH:10]=[CH:9][CH:8]=1)=[O:24])(=[O:3])[CH3:2]. The yield is 0.330. (5) The reactants are [S:1]1[CH:5]=[CH:4][CH:3]=[CH:2]1.C([Li])CCC.C1C=CC(S(N(S(C2C=CC=CC=2)(=O)=O)[F:21])(=O)=O)=CC=1.C(O[B:35]1[O:39][C:38]([CH3:41])([CH3:40])[C:37]([CH3:43])([CH3:42])[O:36]1)(C)C. The catalyst is C1COCC1. The product is [F:21][C:5]1[S:1][C:2]([B:35]2[O:39][C:38]([CH3:41])([CH3:40])[C:37]([CH3:43])([CH3:42])[O:36]2)=[CH:3][CH:4]=1. The yield is 0.210. (6) The reactants are [Br:1][C:2]1[C:3]([O:9][CH:10]2[CH2:13][N:12]([C:14]3[CH:23]=[CH:22][C:21]4[C:16](=[CH:17][CH:18]=[CH:19][CH:20]=4)[N:15]=3)[CH2:11]2)=[N:4][C:5](Cl)=[N:6][CH:7]=1.[NH:24]1[CH2:29][CH2:28][CH:27]([CH2:30][OH:31])[CH2:26][CH2:25]1.C(N(CC)CC)C. The catalyst is CS(C)=O. The product is [Br:1][C:2]1[C:3]([O:9][CH:10]2[CH2:13][N:12]([C:14]3[CH:23]=[CH:22][C:21]4[C:16](=[CH:17][CH:18]=[CH:19][CH:20]=4)[N:15]=3)[CH2:11]2)=[N:4][C:5]([N:24]2[CH2:29][CH2:28][CH:27]([CH2:30][OH:31])[CH2:26][CH2:25]2)=[N:6][CH:7]=1. The yield is 0.170. (7) The reactants are [NH2:1][C:2]1[CH:10]=[C:9]([O:11][CH3:12])[CH:8]=[C:7]([O:13][CH3:14])[C:3]=1[C:4]([NH2:6])=[O:5].[OH:15][C:16]1[CH:23]=[CH:22][C:19]([CH:20]=O)=[CH:18][C:17]=1[O:24][CH3:25].COC1C=C(OC)C=C2C=1C(=O)NC(C1C=CC=CN=1)=N2. No catalyst specified. The product is [OH:15][C:16]1[CH:23]=[CH:22][C:19]([C:20]2[NH:6][C:4](=[O:5])[C:3]3[C:2](=[CH:10][C:9]([O:11][CH3:12])=[CH:8][C:7]=3[O:13][CH3:14])[N:1]=2)=[CH:18][C:17]=1[O:24][CH3:25]. The yield is 0.360. (8) The reactants are [CH3:1][O:2][C:3]([CH:5]1[C:9](=O)[CH2:8][CH2:7][CH2:6]1)=[O:4].C([O-])=O.[NH4+:14]. The catalyst is CO. The product is [NH2:14][C:9]1[CH2:8][CH2:7][CH2:6][C:5]=1[C:3]([O:2][CH3:1])=[O:4]. The yield is 0.739.